From a dataset of Catalyst prediction with 721,799 reactions and 888 catalyst types from USPTO. Predict which catalyst facilitates the given reaction. (1) Reactant: C(=O)([O-])[O-].[K+].[K+].[C:7]1([OH:13])[CH:12]=[CH:11][CH:10]=[CH:9][CH:8]=1.F[C:15]1[N:20]=[CH:19][C:18]([C:21]2[C:22]([NH2:27])=[N:23][CH:24]=[CH:25][CH:26]=2)=[CH:17][CH:16]=1.O. Product: [O:13]([C:15]1[N:20]=[CH:19][C:18]([C:21]2[C:22]([NH2:27])=[N:23][CH:24]=[CH:25][CH:26]=2)=[CH:17][CH:16]=1)[C:7]1[CH:12]=[CH:11][CH:10]=[CH:9][CH:8]=1. The catalyst class is: 16. (2) Product: [N:27]([CH2:2][C:3]([NH:5][C:6]1[C:15]2[C:10](=[CH:11][CH:12]=[CH:13][CH:14]=2)[N:9]=[C:8]([N:16]2[CH2:22][CH2:21][CH2:20][C:19]3[CH:23]=[CH:24][CH:25]=[CH:26][C:18]=3[CH2:17]2)[CH:7]=1)=[O:4])=[N+:28]=[N-:29]. The catalyst class is: 115. Reactant: Cl[CH2:2][C:3]([NH:5][C:6]1[C:15]2[C:10](=[CH:11][CH:12]=[CH:13][CH:14]=2)[N:9]=[C:8]([N:16]2[CH2:22][CH2:21][CH2:20][C:19]3[CH:23]=[CH:24][CH:25]=[CH:26][C:18]=3[CH2:17]2)[CH:7]=1)=[O:4].[N-:27]=[N+:28]=[N-:29].[Na+].